From a dataset of Full USPTO retrosynthesis dataset with 1.9M reactions from patents (1976-2016). Predict the reactants needed to synthesize the given product. (1) The reactants are: [CH3:1][C:2]1([CH3:9])[O:6][C@H:5]([CH2:7][OH:8])[CH2:4][O:3]1.[H-].[Na+].Br[C:13]1[N:21]=[CH:20][CH:19]=[CH:18][C:14]=1[C:15]([OH:17])=[O:16].Cl. Given the product [CH3:1][C:2]1([CH3:9])[O:6][C@H:5]([CH2:7][O:8][C:13]2[N:21]=[CH:20][CH:19]=[CH:18][C:14]=2[C:15]([OH:17])=[O:16])[CH2:4][O:3]1, predict the reactants needed to synthesize it. (2) Given the product [N+:13]([C:16]1[CH:23]=[CH:22][CH:21]=[CH:20][C:17]=1[CH2:18][NH:1][CH2:2][CH2:3][CH2:4][OH:5])([O-:15])=[O:14], predict the reactants needed to synthesize it. The reactants are: [NH2:1][CH2:2][CH2:3][CH2:4][OH:5].C(N(CC)CC)C.[N+:13]([C:16]1[CH:23]=[CH:22][CH:21]=[CH:20][C:17]=1[CH2:18]Cl)([O-:15])=[O:14].O.Cl. (3) Given the product [NH2:8][CH2:9][CH2:10][CH2:11][CH2:12][CH2:13][CH2:14][CH2:15][CH2:16][CH2:17][CH2:18][CH2:19][CH2:20][CH2:21][CH2:22][CH2:23][CH2:24][CH2:25][CH2:26][CH2:27][CH2:28][CH2:29][CH2:30][CH2:31][C:32]([OH:34])=[O:33], predict the reactants needed to synthesize it. The reactants are: C([N:8](CC1C=CC=CC=1)[CH2:9][CH2:10][CH2:11][CH2:12][CH2:13][CH2:14][CH2:15][CH2:16][CH2:17][CH2:18][CH2:19][CH:20]=[CH:21][CH2:22][CH2:23][CH2:24][CH2:25][CH2:26][CH2:27][CH2:28][CH2:29][CH2:30][CH2:31][C:32]([OH:34])=[O:33])C1C=CC=CC=1. (4) Given the product [F:1][C:2]1[CH:3]=[C:4]([CH:9]2[C:14]3[O:15][C:19](=[O:20])[NH:18][C:16](=[O:17])[C:13]=3[CH2:12][O:11][CH2:10]2)[CH:5]=[CH:6][C:7]=1[F:8], predict the reactants needed to synthesize it. The reactants are: [F:1][C:2]1[CH:3]=[C:4]([CH:9]2[C:14](=[O:15])[CH2:13][CH2:12][O:11][CH2:10]2)[CH:5]=[CH:6][C:7]=1[F:8].[C:16](Cl)([N:18]=[C:19]=[O:20])=[O:17]. (5) Given the product [ClH:25].[O:14]([CH2:21][CH2:22][CH2:23][NH:13][C:2]([CH3:1])([CH3:12])[CH2:3][C:4]1[CH:9]=[CH:8][C:7]([O:10][CH3:11])=[CH:6][CH:5]=1)[C:15]1[CH:20]=[CH:19][CH:18]=[CH:17][CH:16]=1, predict the reactants needed to synthesize it. The reactants are: [CH3:1][C:2]([NH2:13])([CH3:12])[CH2:3][C:4]1[CH:9]=[CH:8][C:7]([O:10][CH3:11])=[CH:6][CH:5]=1.[O:14]([CH2:21][CH2:22][CH2:23]Br)[C:15]1[CH:20]=[CH:19][CH:18]=[CH:17][CH:16]=1.[ClH:25].CO.